Predict the product of the given reaction. From a dataset of Forward reaction prediction with 1.9M reactions from USPTO patents (1976-2016). (1) Given the reactants [OH-].[Zr+4:2].[OH-].[OH-].[OH-].[C:6]([OH:11])(=[O:10])[C:7]([OH:9])=[O:8].O.O.[C:14]([OH:19])(=[O:18])[C:15]([OH:17])=[O:16].[O-2].[Zr+4].[O-2], predict the reaction product. The product is: [C:6]([O-:11])(=[O:10])[C:7]([O-:9])=[O:8].[Zr+4:2].[C:14]([O-:19])(=[O:18])[C:15]([O-:17])=[O:16]. (2) Given the reactants CC1(C)C(C)(C)OB([C:9]2[CH:10]=[N:11][N:12]([CH2:14][O:15][CH2:16][CH2:17][Si:18]([CH3:21])([CH3:20])[CH3:19])[CH:13]=2)O1.Br[C:24]1[CH:25]=[C:26]([CH:29]=[CH:30][CH:31]=1)[C:27]#[N:28].C1(C)C=CC=CC=1.C(O)C.C(=O)([O-])[O-].[Na+].[Na+].O, predict the reaction product. The product is: [CH3:21][Si:18]([CH3:19])([CH3:20])[CH2:17][CH2:16][O:15][CH2:14][N:12]1[CH:13]=[C:9]([C:24]2[CH:25]=[C:26]([CH:29]=[CH:30][CH:31]=2)[C:27]#[N:28])[CH:10]=[N:11]1. (3) Given the reactants C1(O[C:8](=[O:22])[NH:9][C:10]2[S:11][C:12]3[CH:18]=[C:17]([S:19][C:20]#[N:21])[CH:16]=[CH:15][C:13]=3[N:14]=2)C=CC=CC=1.[CH3:23][N:24]1[CH2:29][CH2:28][N:27]([CH2:30][CH2:31][NH2:32])[CH2:26][CH2:25]1, predict the reaction product. The product is: [S:19]([C:17]1[CH:16]=[CH:15][C:13]2[N:14]=[C:10]([NH:9][C:8]([NH:32][CH2:31][CH2:30][N:27]3[CH2:28][CH2:29][N:24]([CH3:23])[CH2:25][CH2:26]3)=[O:22])[S:11][C:12]=2[CH:18]=1)[C:20]#[N:21]. (4) The product is: [F:35][C:32]1[CH:31]=[CH:30][C:29]([C:3]2[O:4][C:5]3=[N:6][CH:7]=[C:8]([C:11]4[CH:12]=[C:13]([CH:26]=[CH:27][CH:28]=4)[C:14]([NH:16][C:17]4([C:20]5[CH:25]=[CH:24][CH:23]=[CH:22][CH:21]=5)[CH2:18][CH2:19]4)=[O:15])[CH:9]=[C:10]3[C:2]=2[CH3:36])=[CH:34][CH:33]=1. Given the reactants Br[C:2]1[C:10]2[C:5](=[N:6][CH:7]=[C:8]([C:11]3[CH:12]=[C:13]([CH:26]=[CH:27][CH:28]=3)[C:14]([NH:16][C:17]3([C:20]4[CH:25]=[CH:24][CH:23]=[CH:22][CH:21]=4)[CH2:19][CH2:18]3)=[O:15])[CH:9]=2)[O:4][C:3]=1[C:29]1[CH:34]=[CH:33][C:32]([F:35])=[CH:31][CH:30]=1.[CH3:36]B1OB(C)OB(C)O1.C([O-])([O-])=O.[Na+].[Na+], predict the reaction product. (5) Given the reactants [C:1]([CH2:3][O:4][C:5]1[CH:10]=[CH:9][C:8]([CH2:11]O)=[CH:7][CH:6]=1)#[N:2].S(Cl)([Cl:15])=O, predict the reaction product. The product is: [C:1]([CH2:3][O:4][C:5]1[CH:10]=[CH:9][C:8]([CH2:11][Cl:15])=[CH:7][CH:6]=1)#[N:2]. (6) The product is: [OH:1][C:2]1[C:7]([N:8]=[N+:27]=[N-:28])=[CH:6][CH:5]=[CH:4][C:3]=1[NH:9][C:10]([NH:12][C:13]1[CH:18]=[CH:17][CH:16]=[CH:15][C:14]=1[Br:19])=[O:11]. Given the reactants [OH:1][C:2]1[C:7]([NH2:8])=[CH:6][CH:5]=[CH:4][C:3]=1[NH:9][C:10]([NH:12][C:13]1[CH:18]=[CH:17][CH:16]=[CH:15][C:14]=1[Br:19])=[O:11].Cl.O.[N+]([O-])([O-])=O.[Na+].[N-:27]=[N+:28]=[N-].[Na+], predict the reaction product.